The task is: Predict the product of the given reaction.. This data is from Forward reaction prediction with 1.9M reactions from USPTO patents (1976-2016). (1) Given the reactants [Cl:1][C:2]1[CH:7]=[C:6]([I:8])[CH:5]=[CH:4][C:3]=1[NH:9][C:10]([NH:12][C:13]1[N:17]=[CH:16][N:15]([CH3:18])[C:14]=1[C:19]([O:21]CC)=O)=[O:11].CC([O-])(C)C.[K+], predict the reaction product. The product is: [Cl:1][C:2]1[CH:7]=[C:6]([I:8])[CH:5]=[CH:4][C:3]=1[N:9]1[C:19](=[O:21])[C:14]2[N:15]([CH3:18])[CH:16]=[N:17][C:13]=2[NH:12][C:10]1=[O:11]. (2) Given the reactants [C:1]([NH:4][C:5]1[CH:6]=[C:7]([C:11]2[CH:16]=[N:15][CH:14]=[C:13](Cl)[N:12]=2)[CH:8]=[CH:9][CH:10]=1)(=[O:3])[CH3:2].[CH:18]1[C:23]([NH2:24])=[CH:22][C:21]2[O:25][C:26]([F:32])([F:31])[C:27]([F:30])([F:29])[O:28][C:20]=2[CH:19]=1.C1C=CC(P(C2C(C3C(P(C4C=CC=CC=4)C4C=CC=CC=4)=CC=C4C=3C=CC=C4)=C3C(C=CC=C3)=CC=2)C2C=CC=CC=2)=CC=1.CC(C)([O-])C.[Na+], predict the reaction product. The product is: [F:30][C:27]1([F:29])[O:28][C:20]2[CH:19]=[CH:18][C:23]([NH:24][C:13]3[N:12]=[C:11]([C:7]4[CH:6]=[C:5]([NH:4][C:1](=[O:3])[CH3:2])[CH:10]=[CH:9][CH:8]=4)[CH:16]=[N:15][CH:14]=3)=[CH:22][C:21]=2[O:25][C:26]1([F:31])[F:32]. (3) The product is: [CH2:12]([O:19][C:20]1[CH:21]=[CH:22][C:23]([CH2:26][C:27]([C:7]2[S:8][CH:9]=[CH:10][N:11]=2)=[O:28])=[CH:24][CH:25]=1)[C:13]1[CH:14]=[CH:15][CH:16]=[CH:17][CH:18]=1. Given the reactants [Li]CCCC.Br[C:7]1[S:8][CH:9]=[CH:10][N:11]=1.[CH2:12]([O:19][C:20]1[CH:25]=[CH:24][C:23]([CH2:26][C:27](OC)=[O:28])=[CH:22][CH:21]=1)[C:13]1[CH:18]=[CH:17][CH:16]=[CH:15][CH:14]=1, predict the reaction product. (4) Given the reactants [N:1]([CH2:4][C@@H:5]([C:7]1[CH:18]=[CH:17][C:10]2[O:11][C:12]([CH3:16])([CH3:15])[O:13][CH2:14][C:9]=2[CH:8]=1)[OH:6])=[N+]=[N-], predict the reaction product. The product is: [NH2:1][CH2:4][C@@H:5]([C:7]1[CH:18]=[CH:17][C:10]2[O:11][C:12]([CH3:15])([CH3:16])[O:13][CH2:14][C:9]=2[CH:8]=1)[OH:6]. (5) Given the reactants [Cl:1][C:2]1[C:7](=[O:8])[NH:6][C:5]([C:9]([OH:11])=O)=[CH:4][CH:3]=1.[CH3:12][O:13][C:14]1[CH:24]=[CH:23][C:17]([CH2:18][NH:19][CH2:20][CH2:21]O)=[CH:16][CH:15]=1.C(=O)([O-])[O-].[Cs+].[Cs+].CN(C(ON1N=NC2C=CC=NC1=2)=[N+](C)C)C.F[P-](F)(F)(F)(F)F, predict the reaction product. The product is: [Cl:1][C:2]1[C:7](=[O:8])[N:6]2[CH2:21][CH2:20][N:19]([CH2:18][C:17]3[CH:16]=[CH:15][C:14]([O:13][CH3:12])=[CH:24][CH:23]=3)[C:9](=[O:11])[C:5]2=[CH:4][CH:3]=1. (6) Given the reactants [OH:1][N:2]=[C:3]([C:5]1[CH:10]=[CH:9][CH:8]=[C:7]([OH:11])[CH:6]=1)[NH2:4].C(N(CC)CC)C.[C:19](OC(=O)C)(=[O:21])[CH3:20].[CH:26]([O:29]C(C)C)(C)[CH3:27], predict the reaction product. The product is: [C:19]([O:11][C:7]1[CH:8]=[CH:9][CH:10]=[C:5]([C:3](=[N:2][O:1][C:26](=[O:29])[CH3:27])[NH2:4])[CH:6]=1)(=[O:21])[CH3:20]. (7) Given the reactants CC1C=CC(S(O[CH2:12][CH2:13][O:14][CH2:15][CH2:16][O:17][C:18]2[CH:23]=[CH:22][C:21]([O:24][CH2:25][C:26]3[CH:31]=[CH:30][CH:29]=[CH:28][CH:27]=3)=[C:20]([C:32]([NH:34][C:35]3[CH:36]=[N:37][CH:38]=[CH:39][CH:40]=3)=[O:33])[CH:19]=2)(=O)=O)=CC=1.[CH3:41][C:42]([O:45][C:46]([NH:48][C:49]([O:51][C:52]([CH3:55])([CH3:54])[CH3:53])=[O:50])=[O:47])([CH3:44])[CH3:43].C([O-])([O-])=O.[Cs+].[Cs+], predict the reaction product. The product is: [C:26]1([CH2:25][O:24][C:21]2[CH:22]=[CH:23][C:18]([O:17][CH2:16][CH2:15][O:14][CH2:13][CH2:12][N:48]([C:49]([O:51][C:52]([CH3:55])([CH3:54])[CH3:53])=[O:50])[C:46]([O:45][C:42]([CH3:41])([CH3:43])[CH3:44])=[O:47])=[CH:19][C:20]=2[C:32]([NH:34][C:35]2[CH:36]=[N:37][CH:38]=[CH:39][CH:40]=2)=[O:33])[CH:27]=[CH:28][CH:29]=[CH:30][CH:31]=1. (8) The product is: [C:27]([O:31][C:32]([N:34]1[CH2:37][CH:36]([CH:38]([C:40]2[CH:45]=[CH:44][C:43]([Cl:46])=[CH:42][CH:41]=2)[I:20])[CH2:35]1)=[O:33])([CH3:30])([CH3:29])[CH3:28]. Given the reactants C1(P(C2C=CC=CC=2)C2C=CC=CC=2)C=CC=CC=1.[I:20]I.N1C=CN=C1.[C:27]([O:31][C:32]([N:34]1[CH2:37][CH:36]([CH:38]([C:40]2[CH:45]=[CH:44][C:43]([Cl:46])=[CH:42][CH:41]=2)O)[CH2:35]1)=[O:33])([CH3:30])([CH3:29])[CH3:28], predict the reaction product. (9) Given the reactants [CH3:1][C:2]1[O:6][N:5]=[C:4]([C:7]([N:9]2[CH2:14][CH2:13][CH:12]([CH2:15][C:16]([O:18]C)=[O:17])[CH2:11][CH2:10]2)=[O:8])[CH:3]=1.CO.[OH-].[Na+], predict the reaction product. The product is: [CH3:1][C:2]1[O:6][N:5]=[C:4]([C:7]([N:9]2[CH2:10][CH2:11][CH:12]([CH2:15][C:16]([OH:18])=[O:17])[CH2:13][CH2:14]2)=[O:8])[CH:3]=1.